This data is from Full USPTO retrosynthesis dataset with 1.9M reactions from patents (1976-2016). The task is: Predict the reactants needed to synthesize the given product. (1) Given the product [CH3:1][O:2][C:3]1[CH:4]=[C:5]([C:11]2[N:16]=[C:15]([O:17][C@@H:18]([C@H:20]3[CH2:24][NH:23][C:22](=[O:35])[CH2:21]3)[CH3:19])[C:14]3[NH:36][C:37]([CH3:39])=[N:38][C:13]=3[CH:12]=2)[CH:6]=[CH:7][C:8]=1[O:9][CH3:10], predict the reactants needed to synthesize it. The reactants are: [CH3:1][O:2][C:3]1[CH:4]=[C:5]([C:11]2[N:16]=[C:15]([O:17][C@@H:18]([C@H:20]3[CH2:24][N:23]([C@@H](C4C=CC(OC)=CC=4)C)[C:22](=[O:35])[CH2:21]3)[CH3:19])[C:14]3[N:36](COCC[Si](C)(C)C)[C:37]([CH3:39])=[N:38][C:13]=3[CH:12]=2)[CH:6]=[CH:7][C:8]=1[O:9][CH3:10]. (2) Given the product [CH3:47][O:48][CH2:49][CH2:50][N:51]([CH3:52])[C:44]([C:35]1[S:34][C:33]([C:27]2[CH:28]=[CH:29][CH:30]=[CH:31][CH:32]=2)=[N:37][C:36]=1[C:38]1[CH:39]=[CH:40][CH:41]=[CH:42][CH:43]=1)=[O:46], predict the reactants needed to synthesize it. The reactants are: C1(NC(C2SC(C3C=NC=CC=3)=NC=2C2C=CC=CC=2)=O)C=CC=CC=1.[C:27]1([C:33]2[S:34][C:35]([C:44]([OH:46])=O)=[C:36]([C:38]3[CH:43]=[CH:42][CH:41]=[CH:40][CH:39]=3)[N:37]=2)[CH:32]=[CH:31][CH:30]=[CH:29][CH:28]=1.[CH3:47][O:48][CH2:49][CH2:50][NH:51][CH3:52]. (3) The reactants are: ClC(Cl)(Cl)CO[C:5](=[O:28])[NH:6][C:7]1[C:8]([CH3:27])=[C:9]([CH3:26])[C:10]2[O:14][CH2:13][CH:12]([C:15]3[CH:20]=[CH:19][C:18]([CH:21]([CH3:23])[CH3:22])=[CH:17][CH:16]=3)[C:11]=2[C:24]=1[CH3:25].[NH2:31][CH2:32][CH2:33][CH2:34][OH:35]. Given the product [OH:35][CH2:34][CH2:33][CH2:32][NH:31][C:5]([NH:6][C:7]1[C:8]([CH3:27])=[C:9]([CH3:26])[C:10]2[O:14][CH2:13][CH:12]([C:15]3[CH:16]=[CH:17][C:18]([CH:21]([CH3:22])[CH3:23])=[CH:19][CH:20]=3)[C:11]=2[C:24]=1[CH3:25])=[O:28], predict the reactants needed to synthesize it. (4) Given the product [CH3:1][O:2][C:3]1[CH:25]=[CH:24][C:23]2[C:8]3[C:9]([N:17]4[CH2:22][CH2:21][N:20]([CH2:29][CH:31]5[CH2:32][O:33]5)[CH2:19][CH2:18]4)=[N:10][C:11]4[C:16]([C:7]=3[C:6](=[O:26])[C:5]=2[CH:4]=1)=[CH:15][CH:14]=[CH:13][CH:12]=4, predict the reactants needed to synthesize it. The reactants are: [CH3:1][O:2][C:3]1[CH:25]=[CH:24][C:23]2[C:8]3[C:9]([N:17]4[CH2:22][CH2:21][NH:20][CH2:19][CH2:18]4)=[N:10][C:11]4[C:16]([C:7]=3[C:6](=[O:26])[C:5]=2[CH:4]=1)=[CH:15][CH:14]=[CH:13][CH:12]=4.[H-].[Na+].[CH2:29]([CH:31]1[O:33][CH2:32]1)Cl.